This data is from HIV replication inhibition screening data with 41,000+ compounds from the AIDS Antiviral Screen. The task is: Binary Classification. Given a drug SMILES string, predict its activity (active/inactive) in a high-throughput screening assay against a specified biological target. (1) The drug is O=c1c2ncn(C3CCCCO3)c2n(-c2ccccc2)c(=S)n1-c1ccccc1. The result is 0 (inactive). (2) The compound is CNC(=O)C(C)Oc1ccc(OCC2CCCCC2)cc1. The result is 0 (inactive). (3) The drug is O=c1c2[nH]c3cccc(Cl)c3c2cnn1-c1ccc(F)cc1. The result is 0 (inactive). (4) The drug is c1ccc(OCc2nn3c(-c4ccccc4)nnc3s2)cc1. The result is 0 (inactive). (5) The drug is CN(C)CCCn1c(-c2cc(C(C)(C)C)c(O)c(C(C)(C)C)c2)csc1=Nc1ccccc1. The result is 0 (inactive). (6) The compound is CC(C)(C)OC(=O)N1NC(c2ccccc2)CC1c1ccccc1. The result is 0 (inactive). (7) The compound is COc1ccc2c(c1)CCN1C3=C(CCC3)C(=O)CC21. The result is 0 (inactive).